This data is from Full USPTO retrosynthesis dataset with 1.9M reactions from patents (1976-2016). The task is: Predict the reactants needed to synthesize the given product. Given the product [NH2:5][C@H:6]1[CH2:15][CH2:14][C:13]2[C:12]([S:16]([NH:19][C:20]3[CH:25]=[CH:24][CH:23]=[C:22]([C:26]([F:27])([F:28])[F:29])[CH:21]=3)(=[O:17])=[O:18])=[CH:11][CH:10]=[C:9]([O:30][CH3:31])[C:8]=2[CH2:7]1, predict the reactants needed to synthesize it. The reactants are: FC(F)(F)C([NH:5][C@H:6]1[CH2:15][CH2:14][C:13]2[C:8](=[C:9]([O:30][CH3:31])[CH:10]=[CH:11][C:12]=2[S:16]([NH:19][C:20]2[CH:25]=[CH:24][CH:23]=[C:22]([C:26]([F:29])([F:28])[F:27])[CH:21]=2)(=[O:18])=[O:17])[CH2:7]1)=O.[OH-].[Na+].Cl.